This data is from Experimentally validated miRNA-target interactions with 360,000+ pairs, plus equal number of negative samples. The task is: Binary Classification. Given a miRNA mature sequence and a target amino acid sequence, predict their likelihood of interaction. (1) Result: 1 (interaction). The miRNA is hsa-miR-4796-3p with sequence UAAAGUGGCAGAGUAUAGACAC. The protein sequence of the target gene is MSKGPAVGIDLGTTYSCVGVFQHGKVEIIANDQGNRTTPSYVAFTDTERLIGDAAKNQVAMNPTNTVFDAKRLIGRRFDDAVVQSDMKHWPFMVVNDAGRPKVQVEYKGETKSFYPEEVSSMVLTKMKEIAEAYLGKTVTNAVVTVPAYFNDSQRQATKDAGTIAGLNVLRIINEPTAAAIAYGLDKKVGAERNVLIFDLGGGTFDVSILTIEDGIFEVKSTAGDTHLGGEDFDNRMVNHFIAEFKRKHKKDISENKRAVRRLRTACERAKRTLSSSTQASIEIDSLYEGIDFYTSITRA.... (2) The miRNA is hsa-miR-519c-5p with sequence CUCUAGAGGGAAGCGCUUUCUG. The protein sequence of the target gene is MTSLKRSQTERPLATDRASVVGTDGTPKVHTDDFYMRRFRSQNGSLGSSVMAPVGPPRSEGSHHITSTPGVPKMGVRARIADWPPRKENIKESSRSSQEIETSSCLDSLSSKSSPVSQGSSVSLNSNDSAMLKSIQNTLKNKTRPSENMDSRFLMPEAYPSSPRKALRRIRQRSNSDITISELDVDSFDECISPTYKTGPSLHREYGSTSSIDKQGTSGESFFDLLKGYKDDKSDRGPTPTKLSDFLITGGGKGSGFSLDVIDGPISQRENLRLFKEREKPLKRRSKSETGDSSIFRKLR.... Result: 0 (no interaction). (3) The miRNA is cel-miR-38-3p with sequence UCACCGGGAGAAAAACUGGAGU. The protein sequence of the target gene is MLGSGFKAERLRVNLRLVINRLKLLEKKKTELAQKARKEIADYLAAGKDERARIRVEHIIREDYLVEAMEILELYCDLLLARFGLIQSMKELDSGLAESVSTLIWAAPRLQSEVAELKIVADQLCAKYSKEYGKLCRTNQIGTVNDRLMHKLSVEAPPKILVERYLIEIAKNYNVPYEPDSVVMAEAPPGVETDLIDVGFTDDVKKGGPGRGGSGGFTAPVGGPDGTVPMPMPMPMPSANTPFSYPLPKGPSDFNGLPMGTYQAFPNIHPPQIPATPPSYESVDDINADKNISSAQIVGP.... Result: 0 (no interaction). (4) The miRNA is hsa-miR-25-5p with sequence AGGCGGAGACUUGGGCAAUUG. The protein sequence of the target gene is MNISGSSCGSPNSADTSSDFKDLWTKLKECHDREVQGLQVKVTKLKQERILDAQRLEEFFTKNQQLREQQKVLHETIKVLEDRLRAGLCDRCAVTEEHMRKKQQEFENIRQQNLKLITELMNERNTLQEENKKLSEQLQQKIENDQQHQAAELECEEDVIPDSPITAFSFSGVNRLRRKENPHVRYIEQTHTKLEHSVCANEMRKVSKSSTHPQHNPNENEILVADTYDQSQSPMAKAHGTSSYTPDKSSFNLATVVAETLGLGVQEESETQGPMSPLGDELYHCLEGNHKKQPFEESTR.... Result: 1 (interaction). (5) The protein sequence of the target gene is MAGELTPEEEAQYKKAFSAVDTDGNGTINAQELGAALKATGKNLSEAQLRKLISEVDSDGDGEISFQEFLTAAKKARAGLEDLQVAFRAFDQDGDGHITVDELRRAMAGLGQPLPQEELDAMIREADVDQDGRVNYEEFARMLAQE. The miRNA is hsa-miR-26a-1-3p with sequence CCUAUUCUUGGUUACUUGCACG. Result: 0 (no interaction). (6) The miRNA is rno-miR-214-3p with sequence ACAGCAGGCACAGACAGGCAG. The protein sequence of the target gene is MEVPAAGRVPAEGAPTAAVAEVRCPGPAPLRLLEWRVAAGAAVRIGSVLAVFEAAASAQSSGASQSRVASGGCVRPARPERRLRSERAGVVRELCAQPGQVVAPGAVLVRLEGCSHPVVMKGLCAECGQDLTQLQSKNGKQQVPLSTATVSMVHSVPELMVSSEQAEQLGREDQQRLHRNRKLVLMVDLDQTLIHTTEQHCQQMSNKGIFHFQLGRGEPMLHTRLRPHCKDFLEKIAKLYELHVFTFGSRLYAHTIAGFLDPEKKLFSHRILSRDECIDPFSKTGNLRNLFPCGDSMVCI.... Result: 0 (no interaction).